Dataset: Full USPTO retrosynthesis dataset with 1.9M reactions from patents (1976-2016). Task: Predict the reactants needed to synthesize the given product. (1) The reactants are: [NH:1]([C:65]([CH2:67][CH2:68][CH2:69][CH2:70][CH2:71][CH2:72][CH3:73])=[O:66])[C@H:2]([C:18]([NH:20][C@H:21]([C:26]([N:28]1[CH2:64][CH2:63][CH2:62][C@H:29]1[C:30]([NH:32][C@H:33]([C:58]([O:60]C)=[O:59])[CH2:34][CH2:35][CH2:36][NH:37][C:38](=[NH:57])[NH:39][S:40]([C:43]1[C:55]([CH3:56])=[C:54]2[C:48]([O:49][C:50]([CH2:53]2)([CH3:52])[CH3:51])=[C:46]([CH3:47])[C:44]=1[CH3:45])(=[O:42])=[O:41])=[O:31])=[O:27])[CH2:22][CH:23]([CH3:25])[CH3:24])=[O:19])[CH2:3][C:4]1[CH:9]=[CH:8][C:7]([O:10][CH2:11][C:12]2[CH:17]=[CH:16][CH:15]=[CH:14][CH:13]=2)=[CH:6][CH:5]=1.O.O.[OH-].[Li+].Cl. Given the product [NH:1]([C:65]([CH2:67][CH2:68][CH2:69][CH2:70][CH2:71][CH2:72][CH3:73])=[O:66])[C@H:2]([C:18]([NH:20][C@H:21]([C:26]([N:28]1[CH2:64][CH2:63][CH2:62][C@H:29]1[C:30]([NH:32][C@H:33]([C:58]([OH:60])=[O:59])[CH2:34][CH2:35][CH2:36][NH:37][C:38](=[NH:57])[NH:39][S:40]([C:43]1[C:55]([CH3:56])=[C:54]2[C:48]([O:49][C:50]([CH2:53]2)([CH3:52])[CH3:51])=[C:46]([CH3:47])[C:44]=1[CH3:45])(=[O:42])=[O:41])=[O:31])=[O:27])[CH2:22][CH:23]([CH3:24])[CH3:25])=[O:19])[CH2:3][C:4]1[CH:5]=[CH:6][C:7]([O:10][CH2:11][C:12]2[CH:13]=[CH:14][CH:15]=[CH:16][CH:17]=2)=[CH:8][CH:9]=1, predict the reactants needed to synthesize it. (2) Given the product [CH:8]([C:5]1[CH:6]=[N:11][C:12](=[O:13])[NH:14][CH:4]=1)([CH3:9])[CH3:10], predict the reactants needed to synthesize it. The reactants are: C(O[CH:4]=[C:5]([CH:8]([CH3:10])[CH3:9])[CH:6]=O)C.[NH2:11][C:12]([NH2:14])=[O:13].Cl.[OH-].[Na+]. (3) Given the product [Br:18][C:13]1[CH:14]=[CH:15][CH:16]=[CH:17][C:12]=1[CH2:11][CH2:5][C:4]([OH:19])=[O:3], predict the reactants needed to synthesize it. The reactants are: C([O:3][C:4](=[O:19])[CH:5]([CH2:11][C:12]1[CH:17]=[CH:16][CH:15]=[CH:14][C:13]=1[Br:18])C(OCC)=O)C.[OH-].[K+]. (4) Given the product [Cl:3][C:4]1[CH:11]=[CH:10][C:7]([CH:8]=[C:16]([CH:15]([CH3:21])[C:14]([OH:22])=[O:13])[C:17]([OH:19])=[O:18])=[CH:6][CH:5]=1, predict the reactants needed to synthesize it. The reactants are: [H-].[Na+].[Cl:3][C:4]1[CH:11]=[CH:10][C:7]([CH:8]=O)=[CH:6][CH:5]=1.C[O:13][C:14](=[O:22])[CH:15]([CH3:21])[CH2:16][C:17]([O:19]C)=[O:18].[OH-].[Na+]. (5) The reactants are: [CH3:1][N:2]1[C:6]2[CH:7]=[CH:8][CH:9]=[CH:10][C:5]=2[N:4]([CH2:11][CH2:12][CH2:13][N:14]2[CH2:41][CH2:40][C:17]3([N:21]([C:22]4[CH:27]=[CH:26][CH:25]=[CH:24][CH:23]=4)[CH2:20][N:19]([CH2:28][C:29]4[CH:30]=[C:31]([CH:36]=[CH:37][CH:38]=4)[C:32]([O:34]C)=[O:33])[C:18]3=[O:39])[CH2:16][CH2:15]2)[C:3]1=[O:42].[OH-].[Li+].CO. Given the product [CH3:1][N:2]1[C:6]2[CH:7]=[CH:8][CH:9]=[CH:10][C:5]=2[N:4]([CH2:11][CH2:12][CH2:13][N:14]2[CH2:15][CH2:16][C:17]3([N:21]([C:22]4[CH:27]=[CH:26][CH:25]=[CH:24][CH:23]=4)[CH2:20][N:19]([CH2:28][C:29]4[CH:30]=[C:31]([CH:36]=[CH:37][CH:38]=4)[C:32]([OH:34])=[O:33])[C:18]3=[O:39])[CH2:40][CH2:41]2)[C:3]1=[O:42], predict the reactants needed to synthesize it. (6) Given the product [CH3:51][CH:47]1[CH2:46][N:45]([CH3:44])[CH2:50][CH2:49][N:48]1[CH2:2][C:3]([NH:5][C:6]1[CH:7]=[C:8]([CH:25]=[CH:26][C:27]=1[O:28][C:29]([F:32])([F:31])[F:30])[C:9]([NH:11][C:12]1[CH:13]=[N:14][C:15]([C:18]2[CH:23]=[CH:22][CH:21]=[CH:20][C:19]=2[F:24])=[CH:16][CH:17]=1)=[O:10])=[O:4], predict the reactants needed to synthesize it. The reactants are: Cl[CH2:2][C:3]([NH:5][C:6]1[CH:7]=[C:8]([CH:25]=[CH:26][C:27]=1[O:28][C:29]([F:32])([F:31])[F:30])[C:9]([NH:11][C:12]1[CH:13]=[N:14][C:15]([C:18]2[CH:23]=[CH:22][CH:21]=[CH:20][C:19]=2[F:24])=[CH:16][CH:17]=1)=[O:10])=[O:4].[I-].[K+].C(N(C(C)C)C(C)C)C.[CH3:44][N:45]1[CH2:50][CH2:49][NH:48][CH:47]([CH3:51])[CH2:46]1. (7) Given the product [F:1][C:2]1[CH:3]=[C:4]([CH2:5][CH2:6][C:7]([OH:9])=[O:8])[CH:10]=[C:11]([F:13])[CH:12]=1, predict the reactants needed to synthesize it. The reactants are: [F:1][C:2]1[CH:3]=[C:4]([CH:10]=[C:11]([F:13])[CH:12]=1)[CH:5]=[CH:6][C:7]([OH:9])=[O:8].S(=O)(=O)(O)O.